This data is from Full USPTO retrosynthesis dataset with 1.9M reactions from patents (1976-2016). The task is: Predict the reactants needed to synthesize the given product. (1) Given the product [O:1]=[C:2]([CH2:13][O:14][Si:15]([CH3:20])([CH3:21])[C:16]([CH3:17])([CH3:18])[CH3:19])[C:3]([O:5][CH2:6][C:7]1[CH:8]=[CH:9][CH:10]=[CH:11][CH:12]=1)=[O:4], predict the reactants needed to synthesize it. The reactants are: [OH:1][CH:2]([CH2:13][O:14][Si:15]([CH3:21])([CH3:20])[C:16]([CH3:19])([CH3:18])[CH3:17])[C:3]([O:5][CH2:6][C:7]1[CH:12]=[CH:11][CH:10]=[CH:9][CH:8]=1)=[O:4].CC(OI1(OC(C)=O)(OC(C)=O)OC(=O)C2C1=CC=CC=2)=O. (2) Given the product [C:1]([O:5][C:6]([N:8]1[CH2:12][CH2:11][CH2:10][CH:9]1[C:13]1[NH:14][C:15]([C:18]2[CH:23]=[CH:22][C:21]([C:24]3[C:33]4[C:28](=[C:29]([B:42]5[O:46][C:45]([CH3:48])([CH3:47])[C:44]([CH3:50])([CH3:49])[O:43]5)[CH:30]=[CH:31][CH:32]=4)[CH:27]=[CH:26][CH:25]=3)=[CH:20][CH:19]=2)=[CH:16][N:17]=1)=[O:7])([CH3:3])([CH3:2])[CH3:4], predict the reactants needed to synthesize it. The reactants are: [C:1]([O:5][C:6]([N:8]1[CH2:12][CH2:11][CH2:10][CH:9]1[C:13]1[NH:14][C:15]([C:18]2[CH:23]=[CH:22][C:21]([C:24]3[C:33]4[C:28](=[C:29](OS(C(F)(F)F)(=O)=O)[CH:30]=[CH:31][CH:32]=4)[CH:27]=[CH:26][CH:25]=3)=[CH:20][CH:19]=2)=[CH:16][N:17]=1)=[O:7])([CH3:4])([CH3:3])[CH3:2].[B:42]1([B:42]2[O:46][C:45]([CH3:48])([CH3:47])[C:44]([CH3:50])([CH3:49])[O:43]2)[O:46][C:45]([CH3:48])([CH3:47])[C:44]([CH3:50])([CH3:49])[O:43]1.C([O-])(=O)C.[K+]. (3) The reactants are: Cl[C:2]1[C:3]2[C:10]([C:11]3[CH:16]=[CH:15][C:14]([O:17][CH3:18])=[CH:13][CH:12]=3)=[CH:9][O:8][C:4]=2[N:5]=[CH:6][N:7]=1.[OH:19][CH2:20][C@H:21]([CH3:32])[O:22][CH2:23][CH2:24][C:25]([O:27][C:28]([CH3:31])([CH3:30])[CH3:29])=[O:26]. Given the product [CH3:18][O:17][C:14]1[CH:15]=[CH:16][C:11]([C:10]2[C:3]3[C:2]([O:19][CH2:20][C@H:21]([CH3:32])[O:22][CH2:23][CH2:24][C:25]([O:27][C:28]([CH3:31])([CH3:30])[CH3:29])=[O:26])=[N:7][CH:6]=[N:5][C:4]=3[O:8][CH:9]=2)=[CH:12][CH:13]=1, predict the reactants needed to synthesize it. (4) Given the product [CH3:23][O:24][C:4]1[C:5]2[C:10]([CH3:11])=[CH:9][NH:8][C:6]=2[N:7]=[CH:2][N:3]=1, predict the reactants needed to synthesize it. The reactants are: N[C:2]1[N:3]=[C:4](Cl)[C:5]2[C:10]([CH3:11])=[CH:9][N:8]([C@@H]3O[C@H](CO)[C@@H](O)[C@H]3OC)[C:6]=2[N:7]=1.[CH3:23][O-:24].[Na+].CO. (5) Given the product [OH:25][CH:19]([C:16]1[CH:17]=[CH:18][C:13]([O:12][CH2:11][C:10]2[CH:26]=[CH:27][C:7]([O:6][CH2:5]/[C:4](=[N:3]\[O:2][CH3:1])/[C:28]3[CH:29]=[CH:30][CH:31]=[CH:32][CH:33]=3)=[CH:8][CH:9]=2)=[CH:14][CH:15]=1)[CH2:20][C:21]([O:23][CH3:24])=[O:22], predict the reactants needed to synthesize it. The reactants are: [CH3:1][O:2]/[N:3]=[C:4](/[C:28]1[CH:33]=[CH:32][CH:31]=[CH:30][CH:29]=1)\[CH2:5][O:6][C:7]1[CH:27]=[CH:26][C:10]([CH2:11][O:12][C:13]2[CH:18]=[CH:17][C:16]([C:19](=[O:25])[CH2:20][C:21]([O:23][CH3:24])=[O:22])=[CH:15][CH:14]=2)=[CH:9][CH:8]=1.[BH4-].[Na+]. (6) Given the product [F:1][C:2]1[CH:9]=[C:8]([F:10])[CH:7]=[CH:6][C:3]=1/[CH:4]=[N:17]/[S@:15]([C:12]([CH3:14])([CH3:13])[CH3:11])=[O:16], predict the reactants needed to synthesize it. The reactants are: [F:1][C:2]1[CH:9]=[C:8]([F:10])[CH:7]=[CH:6][C:3]=1[CH:4]=O.[CH3:11][C:12]([S@@:15]([NH2:17])=[O:16])([CH3:14])[CH3:13].CC1C=CC(S([O-])(=O)=O)=CC=1.C1C=C[NH+]=CC=1. (7) The reactants are: C(OC(=O)[NH:7][C:8]1[CH:13]=[C:12]([N:14]([C:16]2[N:17]=[CH:18][C:19]3[N:24]=[C:23]([NH:25][C:26](=[O:28])[CH3:27])[S:22][C:20]=3[N:21]=2)[CH3:15])[CH:11]=[CH:10][C:9]=1[F:29])(C)(C)C.C1(OC)C=CC=CC=1. Given the product [NH2:7][C:8]1[CH:13]=[C:12]([N:14]([CH3:15])[C:16]2[N:17]=[CH:18][C:19]3[N:24]=[C:23]([NH:25][C:26](=[O:28])[CH3:27])[S:22][C:20]=3[N:21]=2)[CH:11]=[CH:10][C:9]=1[F:29], predict the reactants needed to synthesize it. (8) Given the product [CH:1]1([C:4]2[C:9]3[N:10]([C:31]4[CH:36]=[CH:35][CH:34]=[CH:33][N:32]=4)[C:11]([C@@H:13]([NH:15][C:16]4[N:24]=[CH:23][N:22]=[C:21]5[C:17]=4[N:18]=[CH:19][NH:20]5)[CH3:14])=[N:12][C:8]=3[CH:7]=[CH:6][C:5]=2[F:37])[CH2:3][CH2:2]1, predict the reactants needed to synthesize it. The reactants are: [CH:1]1([C:4]2[C:9]3[N:10]([C:31]4[CH:36]=[CH:35][CH:34]=[CH:33][N:32]=4)[C:11]([C@@H:13]([NH:15][C:16]4[N:24]=[CH:23][N:22]=[C:21]5[C:17]=4[N:18]=[CH:19][N:20]5C4CCCCO4)[CH3:14])=[N:12][C:8]=3[CH:7]=[CH:6][C:5]=2[F:37])[CH2:3][CH2:2]1.